This data is from Reaction yield outcomes from USPTO patents with 853,638 reactions. The task is: Predict the reaction yield, written as a fraction of the theoretical maximum amount of product (1.0 means a 100% yield; for example, 0.34 means a 34% yield). (1) The reactants are [CH3:1][O:2][C:3](=[O:44])[C@H:4]1[O:31][CH:8]([O:9][C:10]2[CH:15]=[CH:14][C:13]([CH2:16][CH2:17][CH2:18][CH2:19][NH:20]C(OCC3C=CC=CC=3)=O)=[CH:12][CH:11]=2)[C@H:7]([O:32][C:33](=[O:35])[CH3:34])[C@@H:6]([O:36][C:37](=[O:39])[CH3:38])[C@@H:5]1[O:40][C:41](=[O:43])[CH3:42]. The product is [CH3:1][O:2][C:3](=[O:44])[C@H:4]1[O:31][CH:8]([O:9][C:10]2[CH:11]=[CH:12][C:13]([CH2:16][CH2:17][CH2:18][CH2:19][NH2:20])=[CH:14][CH:15]=2)[C@H:7]([O:32][C:33](=[O:35])[CH3:34])[C@@H:6]([O:36][C:37](=[O:39])[CH3:38])[C@@H:5]1[O:40][C:41](=[O:43])[CH3:42]. The yield is 0.840. The catalyst is CO.[Pd]. (2) The reactants are Br[C:2]1[CH:3]=[C:4]([CH3:20])[C:5]([F:19])=[C:6]([B:8]2[O:15][C:14](=[O:16])[CH2:13][N:12]([CH3:17])[CH2:11][C:10](=[O:18])[O:9]2)[CH:7]=1.[CH:21]1(B(O)O)[CH2:23][CH2:22]1.COC1C=CC=C(OC)C=1C1C=CC=CC=1P(C1CCCCC1)C1CCCCC1.P([O-])([O-])([O-])=O.[K+].[K+].[K+]. The catalyst is C(#N)C.C([O-])(=O)C.[Pd+2].C([O-])(=O)C.C1(C)C=CC=CC=1. The product is [CH:21]1([C:2]2[CH:3]=[C:4]([CH3:20])[C:5]([F:19])=[C:6]([B:8]3[O:15][C:14](=[O:16])[CH2:13][N:12]([CH3:17])[CH2:11][C:10](=[O:18])[O:9]3)[CH:7]=2)[CH2:23][CH2:22]1. The yield is 0.600. (3) The reactants are [Cl:1][C:2]1[C:11]([N:12]2[CH:16]=[CH:15][CH:14]=[N:13]2)=[CH:10][CH:9]=[CH:8][C:3]=1[C:4](OC)=[O:5].[NH3:17]. The catalyst is CO. The product is [Cl:1][C:2]1[C:11]([N:12]2[CH:16]=[CH:15][CH:14]=[N:13]2)=[CH:10][CH:9]=[CH:8][C:3]=1[C:4]([NH2:17])=[O:5]. The yield is 0.510. (4) The reactants are Br[CH2:2][CH2:3][CH2:4][OH:5].[Na+].[I-].C([O-])([O-])=O.[K+].[K+].[C:14]1([CH:20]([C:35]2[CH:40]=[CH:39][CH:38]=[CH:37][CH:36]=2)[CH2:21][NH:22][CH2:23][C:24]2[CH:29]=[CH:28][CH:27]=[C:26]([C:30]([F:33])([F:32])[F:31])[C:25]=2[Cl:34])[CH:19]=[CH:18][CH:17]=[CH:16][CH:15]=1. The catalyst is C(#N)C. The product is [C:35]1([CH:20]([C:14]2[CH:19]=[CH:18][CH:17]=[CH:16][CH:15]=2)[CH2:21][N:22]([CH2:2][CH2:3][CH2:4][OH:5])[CH2:23][C:24]2[CH:29]=[CH:28][CH:27]=[C:26]([C:30]([F:31])([F:32])[F:33])[C:25]=2[Cl:34])[CH:36]=[CH:37][CH:38]=[CH:39][CH:40]=1. The yield is 0.600. (5) The reactants are [C:1]([C:5]1[CH:6]=[C:7]([CH:39]=[C:40]([C:42]([O:44][CH3:45])=[O:43])[CH:41]=1)[CH2:8][C:9]([CH2:16][CH2:17][CH2:18][S:19][C:20]([C:33]1[CH:38]=[CH:37][CH:36]=[CH:35][CH:34]=1)([C:27]1[CH:32]=[CH:31][CH:30]=[CH:29][CH:28]=1)[C:21]1[CH:26]=[CH:25][CH:24]=[CH:23][CH:22]=1)(C(O)=O)[C:10]([OH:12])=[O:11])([CH3:4])([CH3:3])[CH3:2]. The catalyst is CS(C)=O. The product is [C:1]([C:5]1[CH:6]=[C:7]([CH:39]=[C:40]([C:42]([O:44][CH3:45])=[O:43])[CH:41]=1)[CH2:8][CH:9]([CH2:16][CH2:17][CH2:18][S:19][C:20]([C:27]1[CH:28]=[CH:29][CH:30]=[CH:31][CH:32]=1)([C:33]1[CH:38]=[CH:37][CH:36]=[CH:35][CH:34]=1)[C:21]1[CH:26]=[CH:25][CH:24]=[CH:23][CH:22]=1)[C:10]([OH:12])=[O:11])([CH3:4])([CH3:2])[CH3:3]. The yield is 0.940. (6) The reactants are [CH3:1][O:2][C:3]([C:5]1[NH:6][C:7]2[C:12]([C:13](=[O:15])[CH:14]=1)=[CH:11][C:10]([O:16][CH3:17])=[CH:9][C:8]=2[Br:18])=[O:4].[H-].[Na+].[CH3:21][Si:22]([CH3:29])([CH3:28])[CH2:23][CH2:24][O:25][CH2:26]Cl.O. The catalyst is CN1C(=O)CCC1. The product is [CH3:1][O:2][C:3]([C:5]1[CH:14]=[C:13]([O:15][CH2:26][O:25][CH2:24][CH2:23][Si:22]([CH3:29])([CH3:28])[CH3:21])[C:12]2[C:7](=[C:8]([Br:18])[CH:9]=[C:10]([O:16][CH3:17])[CH:11]=2)[N:6]=1)=[O:4]. The yield is 1.00. (7) The yield is 0.170. The product is [Cl:16][C:17]1[N:22]=[C:21]([NH:3][C:4]2[CH:9]=[CH:8][CH:7]=[CH:6][C:5]=2[S:10]([CH:13]([CH3:15])[CH3:14])(=[O:12])=[O:11])[CH:20]=[CH:19][N:18]=1. The catalyst is CN(C=O)C. The reactants are [H-].[Na+].[NH2:3][C:4]1[CH:9]=[CH:8][CH:7]=[CH:6][C:5]=1[S:10]([CH:13]([CH3:15])[CH3:14])(=[O:12])=[O:11].[Cl:16][C:17]1[N:22]=[C:21](Cl)[CH:20]=[CH:19][N:18]=1.